This data is from Full USPTO retrosynthesis dataset with 1.9M reactions from patents (1976-2016). The task is: Predict the reactants needed to synthesize the given product. (1) Given the product [CH3:17][N:13]1[CH:14]=[CH:15][N:16]=[C:12]1[S:11][C:2]1[CH:7]=[CH:6][C:5]([N+:8]([O-:10])=[O:9])=[CH:4][CH:3]=1, predict the reactants needed to synthesize it. The reactants are: F[C:2]1[CH:7]=[CH:6][C:5]([N+:8]([O-:10])=[O:9])=[CH:4][CH:3]=1.[SH:11][C:12]1[N:13]([CH3:17])[CH:14]=[CH:15][N:16]=1.C(=O)([O-])[O-].[K+].[K+].CN(C=O)C. (2) Given the product [Cl:1][C:2]1[CH:7]=[CH:6][C:5]([CH2:8][C:9]2[C:11]3[CH:12]=[N:13][CH:14]=[CH:15][C:16]=3[C:17](=[O:19])[NH:23][N:22]=2)=[CH:4][CH:3]=1, predict the reactants needed to synthesize it. The reactants are: [Cl:1][C:2]1[CH:7]=[CH:6][C:5]([CH2:8][C:9]([C:11]2[CH:12]=[N:13][CH:14]=[CH:15][C:16]=2[C:17]([O:19]C)=O)=O)=[CH:4][CH:3]=1.O.[NH2:22][NH2:23]. (3) Given the product [OH:53][CH2:52][CH2:54][NH:55][C:29]([C:5]1[C:6]2[S:10][CH:9]=[C:8]([CH2:11][O:12][C:13]3[CH:18]=[CH:17][CH:16]=[C:15]([O:19][CH2:20][C:21]4[CH:26]=[CH:25][C:24]([C:27]#[N:28])=[CH:23][CH:22]=4)[CH:14]=3)[C:7]=2[C:2]([NH2:1])=[N:3][CH:4]=1)=[O:30], predict the reactants needed to synthesize it. The reactants are: [NH2:1][C:2]1[C:7]2[C:8]([CH2:11][O:12][C:13]3[CH:18]=[CH:17][CH:16]=[C:15]([O:19][CH2:20][C:21]4[CH:26]=[CH:25][C:24]([C:27]#[N:28])=[CH:23][CH:22]=4)[CH:14]=3)=[CH:9][S:10][C:6]=2[C:5]([C:29](O)=[O:30])=[CH:4][N:3]=1.O.ON1C2C=CC=CC=2N=N1.C(N=C=NC(C)C)(C)C.[CH2:52]([CH2:54][NH2:55])[OH:53]. (4) Given the product [C:1]([C:3]1[CH:4]=[CH:5][C:6]2[N:7]([C:9]([C:12]([O-:14])=[O:13])=[CH:10][N:11]=2)[CH:8]=1)#[N:2].[Li+:19], predict the reactants needed to synthesize it. The reactants are: [C:1]([C:3]1[CH:4]=[CH:5][C:6]2[N:7]([C:9]([C:12]([O:14]CC)=[O:13])=[CH:10][N:11]=2)[CH:8]=1)#[N:2].O.[OH-].[Li+:19]. (5) Given the product [NH2:1][C:2]1[N:3]([CH3:24])[C:4](=[O:23])[C:5]2([C:15]3[C:10](=[CH:11][CH:12]=[C:13]([C:32]4[CH:31]=[CH:30][CH:29]=[C:28]([CH:25]5[CH2:27][CH2:26]5)[CH:33]=4)[CH:14]=3)[O:9][CH:8]([C:17]3[CH:22]=[CH:21][CH:20]=[CH:19][CH:18]=3)[CH2:7]2)[N:6]=1, predict the reactants needed to synthesize it. The reactants are: [NH2:1][C:2]1[N:3]([CH3:24])[C:4](=[O:23])[C:5]2([C:15]3[C:10](=[CH:11][CH:12]=[C:13](Br)[CH:14]=3)[O:9][CH:8]([C:17]3[CH:22]=[CH:21][CH:20]=[CH:19][CH:18]=3)[CH2:7]2)[N:6]=1.[CH:25]1([C:28]2[CH:29]=[C:30](B3OC(C)(C)C(C)(C)O3)[CH:31]=[CH:32][CH:33]=2)[CH2:27][CH2:26]1. (6) Given the product [CH3:1][CH:2]([CH3:32])[CH2:3][CH:4]([C:10]1[CH:11]=[C:12]([C:22]2[CH:27]=[CH:26][C:25]([C:28]([F:29])([F:30])[F:31])=[CH:24][CH:23]=2)[C:13]([O:16][CH2:17][C:18]([F:20])([F:19])[F:21])=[CH:14][CH:15]=1)[C:5]([OH:7])=[O:6], predict the reactants needed to synthesize it. The reactants are: [CH3:1][CH:2]([CH3:32])[CH2:3][CH:4]([C:10]1[CH:11]=[C:12]([C:22]2[CH:27]=[CH:26][C:25]([C:28]([F:31])([F:30])[F:29])=[CH:24][CH:23]=2)[C:13]([O:16][CH2:17][C:18]([F:21])([F:20])[F:19])=[CH:14][CH:15]=1)[C:5]([O:7]CC)=[O:6].O.[OH-].[Li+].